From a dataset of Forward reaction prediction with 1.9M reactions from USPTO patents (1976-2016). Predict the product of the given reaction. Given the reactants [CH3:1][C:2]1[S:6][C:5]([NH2:7])=[N:4][CH:3]=1.[CH3:8][C:9]1[CH:17]=[CH:16][C:12]([C:13](Cl)=[O:14])=[CH:11][CH:10]=1.C(N(CC)CC)C, predict the reaction product. The product is: [CH3:8][C:9]1[CH:17]=[CH:16][C:12]([C:13]([NH:7][C:5]2[S:6][C:2]([CH3:1])=[CH:3][N:4]=2)=[O:14])=[CH:11][CH:10]=1.